This data is from Catalyst prediction with 721,799 reactions and 888 catalyst types from USPTO. The task is: Predict which catalyst facilitates the given reaction. (1) Reactant: [CH3:1][O:2][C:3]1[CH:4]=[C:5]2[C:9](=[CH:10][CH:11]=1)[C@H:8]([C@H:12]([CH2:16][CH3:17])[C:13]([OH:15])=[O:14])[CH2:7][CH2:6]2.[C:18]([O-])(O)=O.[Na+].O. Product: [CH3:1][O:2][C:3]1[CH:4]=[C:5]2[C:9](=[CH:10][CH:11]=1)[C@H:8]([C@H:12]([CH2:16][CH3:17])[C:13]([O:15][CH3:18])=[O:14])[CH2:7][CH2:6]2. The catalyst class is: 3. (2) Reactant: [Cl:1][C:2]1[CH:7]=[CH:6][CH:5]=[CH:4][C:3]=1[C:8]1[C:12]([C:13]2[N:17](COCC[Si](C)(C)C)[CH:16]=[N:15][N:14]=2)=[CH:11][N:10]([C:26]2[C:31]([CH3:32])=[CH:30][N:29]=[C:28]([NH:33][C:34](=[O:37])[O:35][CH3:36])[CH:27]=2)[N:9]=1.C(O)(C(F)(F)F)=O. Product: [Cl:1][C:2]1[CH:7]=[CH:6][CH:5]=[CH:4][C:3]=1[C:8]1[C:12]([C:13]2[NH:17][CH:16]=[N:15][N:14]=2)=[CH:11][N:10]([C:26]2[C:31]([CH3:32])=[CH:30][N:29]=[C:28]([NH:33][C:34](=[O:37])[O:35][CH3:36])[CH:27]=2)[N:9]=1. The catalyst class is: 2. (3) Reactant: [Cl:1][C:2]1[C:3]([I:13])=[CH:4][C:5]([O:11][CH3:12])=[C:6]([CH:10]=1)[C:7]([OH:9])=O.[N:14]1([C:20]([O:22][C:23]([CH3:26])([CH3:25])[CH3:24])=[O:21])[CH2:19][CH2:18][NH:17][CH2:16][CH2:15]1.F[P-](F)(F)(F)(F)F.N1(O[P+](N(C)C)(N(C)C)N(C)C)C2C=CC=CC=2N=N1.CCN(C(C)C)C(C)C. Product: [Cl:1][C:2]1[C:3]([I:13])=[CH:4][C:5]([O:11][CH3:12])=[C:6]([CH:10]=1)[C:7]([N:17]1[CH2:16][CH2:15][N:14]([C:20]([O:22][C:23]([CH3:26])([CH3:25])[CH3:24])=[O:21])[CH2:19][CH2:18]1)=[O:9]. The catalyst class is: 3. (4) Reactant: [CH2:1]([O:3][C:4]1[CH:9]=[CH:8][CH:7]=[CH:6][C:5]=1[OH:10])[CH3:2].O[C@H:12]1[CH2:17][CH2:16][CH2:15][N:14]([C:18]([O:20][C:21]([CH3:24])([CH3:23])[CH3:22])=[O:19])[CH2:13]1.C1(P(C2C=CC=CC=2)C2C=CC=CC=2)C=CC=CC=1.CC(OC(/N=N/C(OC(C)C)=O)=O)C. Product: [CH2:1]([O:3][C:4]1[CH:9]=[CH:8][CH:7]=[CH:6][C:5]=1[O:10][C@@H:16]1[CH2:17][CH2:12][CH2:13][N:14]([C:18]([O:20][C:21]([CH3:24])([CH3:23])[CH3:22])=[O:19])[CH2:15]1)[CH3:2]. The catalyst class is: 11. (5) Reactant: [O:1]=[C:2]1[N:8]([CH:9]2[CH2:14][CH2:13][N:12]([C:15]([O:17][C@H:18]([CH2:35][C:36]3[CH:41]=[C:40]([CH3:42])[C:39]([O:43]CC4C=CC=CC=4)=[C:38]([CH3:51])[CH:37]=3)[C:19]([N:21]3[CH2:26][CH2:25][N:24]([CH:27]4[CH2:32][CH2:31][S:30](=[O:34])(=[O:33])[CH2:29][CH2:28]4)[CH2:23][CH2:22]3)=[O:20])=[O:16])[CH2:11][CH2:10]2)[CH2:7][CH2:6][C:5]2[CH:52]=[CH:53][CH:54]=[CH:55][C:4]=2[NH:3]1.[H][H]. Product: [O:1]=[C:2]1[N:8]([CH:9]2[CH2:14][CH2:13][N:12]([C:15]([O:17][C@H:18]([CH2:35][C:36]3[CH:37]=[C:38]([CH3:51])[C:39]([OH:43])=[C:40]([CH3:42])[CH:41]=3)[C:19]([N:21]3[CH2:26][CH2:25][N:24]([CH:27]4[CH2:28][CH2:29][S:30](=[O:33])(=[O:34])[CH2:31][CH2:32]4)[CH2:23][CH2:22]3)=[O:20])=[O:16])[CH2:11][CH2:10]2)[CH2:7][CH2:6][C:5]2[CH:52]=[CH:53][CH:54]=[CH:55][C:4]=2[NH:3]1. The catalyst class is: 19. (6) Reactant: [NH2:1][C:2]([C:15]1[CH:20]=[CH:19][CH:18]=[CH:17][CH:16]=1)([CH2:6][CH2:7][C:8]1[CH:13]=[CH:12][CH:11]=[C:10]([Br:14])[CH:9]=1)[C:3](O)=[O:4].[OH-].[K+].[CH3:23][N:24]=[C:25]=[S:26]. Product: [Br:14][C:10]1[CH:9]=[C:8]([CH2:7][CH2:6][C:2]2([C:15]3[CH:20]=[CH:19][CH:18]=[CH:17][CH:16]=3)[NH:1][C:25](=[S:26])[N:24]([CH3:23])[C:3]2=[O:4])[CH:13]=[CH:12][CH:11]=1. The catalyst class is: 51. (7) Reactant: C([O:8][C@@H:9]1[C@@H:17]([CH2:18][CH:19]([F:21])[F:20])[O:16][C@H:15]2[C@H:11]([N:12]=[C:13]([N:22]([CH3:24])[CH3:23])[S:14]2)[C@H:10]1[O:25]CC1C=CC=CC=1)C1C=CC=CC=1.B(Cl)(Cl)Cl.CO.[NH4+].[OH-]. Product: [F:21][CH:19]([F:20])[CH2:18][C@H:17]1[O:16][C@H:15]2[C@H:11]([N:12]=[C:13]([N:22]([CH3:24])[CH3:23])[S:14]2)[C@@H:10]([OH:25])[C@@H:9]1[OH:8]. The catalyst class is: 4. (8) Reactant: Br[C:2]1[C:10]2[C:9]([NH2:11])=[N:8][CH:7]=[N:6][C:5]=2[N:4]([CH2:12][O:13][CH3:14])[CH:3]=1.[CH3:15][C:16]1[CH:17]=[C:18]([CH2:22][C:23]([N:25]2[C:33]3[C:28](=[CH:29][C:30](B4OC(C)(C)C(C)(C)O4)=[CH:31][CH:32]=3)[CH2:27][CH2:26]2)=[O:24])[CH:19]=[CH:20][CH:21]=1.C([O-])(O)=O.[Na+].N#N. Product: [CH3:14][O:13][CH2:12][N:4]1[C:5]2[N:6]=[CH:7][N:8]=[C:9]([NH2:11])[C:10]=2[C:2]([C:30]2[CH:29]=[C:28]3[C:33](=[CH:32][CH:31]=2)[N:25]([C:23](=[O:24])[CH2:22][C:18]2[CH:19]=[CH:20][CH:21]=[C:16]([CH3:15])[CH:17]=2)[CH2:26][CH2:27]3)=[CH:3]1. The catalyst class is: 70.